This data is from Full USPTO retrosynthesis dataset with 1.9M reactions from patents (1976-2016). The task is: Predict the reactants needed to synthesize the given product. (1) Given the product [Br:1][C:2]1[CH:3]=[C:4]2[C:8](=[CH:9][CH:10]=1)[NH:7][CH:6]=[C:5]2/[CH:11]=[C:12]1\[O:13][C:14]2[C:21]([CH2:36][N:33]3[CH2:34][CH2:35][N:30]([C:28]([O:27][C:23]([CH3:26])([CH3:24])[CH3:25])=[O:29])[CH2:31][CH2:32]3)=[C:20]([OH:22])[CH:19]=[CH:18][C:15]=2[C:16]\1=[O:17], predict the reactants needed to synthesize it. The reactants are: [Br:1][C:2]1[CH:3]=[C:4]2[C:8](=[CH:9][CH:10]=1)[NH:7][CH:6]=[C:5]2/[CH:11]=[C:12]1\[O:13][C:14]2[CH:21]=[C:20]([OH:22])[CH:19]=[CH:18][C:15]=2[C:16]\1=[O:17].[C:23]([O:27][C:28]([N:30]1[CH2:35][CH2:34][NH:33][CH2:32][CH2:31]1)=[O:29])([CH3:26])([CH3:25])[CH3:24].[CH2:36]=O. (2) Given the product [C:20]([NH:24][S:25]([C:28]1[CH:33]=[CH:32][CH:31]=[CH:30][C:29]=1[C:34]1[CH:39]=[CH:38][C:37]([NH:40][C:15]([CH2:14][C:12]2[N:13]=[C:9]([NH:8][C:6](=[O:7])[C:5]3[CH:4]=[CH:3][C:2]([Cl:1])=[CH:19][CH:18]=3)[S:10][CH:11]=2)=[O:17])=[C:36]([F:41])[CH:35]=1)(=[O:27])=[O:26])([CH3:23])([CH3:21])[CH3:22], predict the reactants needed to synthesize it. The reactants are: [Cl:1][C:2]1[CH:19]=[CH:18][C:5]([C:6]([NH:8][C:9]2[S:10][CH:11]=[C:12]([CH2:14][C:15]([OH:17])=O)[N:13]=2)=[O:7])=[CH:4][CH:3]=1.[C:20]([NH:24][S:25]([C:28]1[C:29]([C:34]2[CH:39]=[CH:38][C:37]([NH2:40])=[C:36]([F:41])[CH:35]=2)=[CH:30][CH:31]=[CH:32][CH:33]=1)(=[O:27])=[O:26])([CH3:23])([CH3:22])[CH3:21]. (3) Given the product [C:13]1([C:10]2[CH:9]=[CH:8][NH:7][C:6](=[O:5])[CH2:12][CH:11]=2)[CH:14]=[CH:15][CH:16]=[CH:17][CH:18]=1, predict the reactants needed to synthesize it. The reactants are: C([O:5][C:6]1[CH2:12][CH:11]=[C:10]([C:13]2[CH:18]=[CH:17][CH:16]=[CH:15][CH:14]=2)[CH:9]=[CH:8][N:7]=1)CCC.O.